From a dataset of Reaction yield outcomes from USPTO patents with 853,638 reactions. Predict the reaction yield, written as a fraction of the theoretical maximum amount of product (1.0 means a 100% yield; for example, 0.34 means a 34% yield). (1) The reactants are [C:1]([NH:5][S:6]([C:9]1([CH3:12])[CH2:11][CH2:10]1)(=[O:8])=[O:7])([CH3:4])([CH3:3])[CH3:2].C(Br)[C:14]1[CH:19]=[CH:18][CH:17]=[CH:16][CH:15]=1.C(OCC)(=O)C. The catalyst is CCCCCC. The product is [C:1]([NH:5][S:6]([C:9]1([CH2:12][C:14]2[CH:19]=[CH:18][CH:17]=[CH:16][CH:15]=2)[CH2:11][CH2:10]1)(=[O:8])=[O:7])([CH3:4])([CH3:2])[CH3:3]. The yield is 0.600. (2) The reactants are [OH-].[K+].[NH:3]1[CH:7]=[N:6][CH:5]=[N:4]1.[Br:8][C:9]1[CH:14]=[CH:13][C:12]([CH2:15]Br)=[CH:11][CH:10]=1. The catalyst is CN(C=O)C. The product is [Br:8][C:9]1[CH:14]=[CH:13][C:12]([CH2:15][N:3]2[CH:7]=[N:6][CH:5]=[N:4]2)=[CH:11][CH:10]=1. The yield is 0.620. (3) The reactants are [C:1]([C:5]1[N:10]=[C:9]([N:11]2[CH2:16][CH2:15][N:14]([CH2:17][CH2:18][CH2:19][CH2:20][NH2:21])[CH2:13][CH2:12]2)[CH:8]=[C:7]([C:22]([F:25])([F:24])[F:23])[N:6]=1)([CH3:4])([CH3:3])[CH3:2].C1N=CN([C:31](N2C=NC=C2)=[O:32])C=1.[Cl:38][C:39]1[CH:48]=[C:47]2[C:42]([C:43]([N:49]3[CH2:54][CH2:53][NH:52][CH2:51][CH2:50]3)=[CH:44][CH:45]=[N:46]2)=[CH:41][CH:40]=1. The catalyst is C(Cl)(Cl)Cl.CO. The product is [C:1]([C:5]1[N:10]=[C:9]([N:11]2[CH2:16][CH2:15][N:14]([CH2:17][CH2:18][CH2:19][CH2:20][NH:21][C:31]([N:52]3[CH2:53][CH2:54][N:49]([C:43]4[C:42]5[C:47](=[CH:48][C:39]([Cl:38])=[CH:40][CH:41]=5)[N:46]=[CH:45][CH:44]=4)[CH2:50][CH2:51]3)=[O:32])[CH2:13][CH2:12]2)[CH:8]=[C:7]([C:22]([F:24])([F:25])[F:23])[N:6]=1)([CH3:4])([CH3:2])[CH3:3]. The yield is 0.310. (4) The reactants are [Cl:1][C:2]1[CH:7]=[C:6]([Cl:8])[CH:5]=[CH:4][C:3]=1[CH2:9][C:10]([OH:12])=O.Cl.C(N=C=NCCCN(C)C)C.O.ON1C2C=CC=CC=2N=N1.C(N(CC)C(C)C)(C)C.[C:45]([O:49][C:50]([N:52]1[CH2:57][CH2:56][C:55]([NH2:60])([C:58]#[N:59])[CH2:54][CH2:53]1)=[O:51])([CH3:48])([CH3:47])[CH3:46]. The catalyst is CN(C=O)C.O. The product is [C:45]([O:49][C:50]([N:52]1[CH2:53][CH2:54][C:55]([C:58]#[N:59])([NH:60][C:10](=[O:12])[CH2:9][C:3]2[CH:4]=[CH:5][C:6]([Cl:8])=[CH:7][C:2]=2[Cl:1])[CH2:56][CH2:57]1)=[O:51])([CH3:48])([CH3:46])[CH3:47]. The yield is 0.780.